Predict the reaction yield, written as a fraction of the theoretical maximum amount of product (1.0 means a 100% yield; for example, 0.34 means a 34% yield). From a dataset of Reaction yield outcomes from USPTO patents with 853,638 reactions. (1) The reactants are C[O:2][C:3]([C:5]1[C:6]2[CH2:7][C:8]([CH3:29])([CH3:28])[CH:9]([C:16]3[CH:21]=[CH:20][CH:19]=[C:18]([N:22]4[CH2:27][CH2:26][O:25][CH2:24][CH2:23]4)[CH:17]=3)[NH:10][C:11]=2[CH:12]=[C:13]([F:15])[CH:14]=1)=[O:4].[OH-].[Na+].Cl. The catalyst is CO.O1CCCC1.O. The yield is 0.900. The product is [F:15][C:13]1[CH:14]=[C:5]([C:3]([OH:4])=[O:2])[C:6]2[CH2:7][C:8]([CH3:29])([CH3:28])[CH:9]([C:16]3[CH:21]=[CH:20][CH:19]=[C:18]([N:22]4[CH2:23][CH2:24][O:25][CH2:26][CH2:27]4)[CH:17]=3)[NH:10][C:11]=2[CH:12]=1. (2) The product is [Cl:17][C:5]1[C:6]([C:8]2[N:12]3[CH:13]=[CH:14][CH:15]=[CH:16][C:11]3=[N:10][CH:9]=2)=[N:7][C:2]([NH:18][C:19]2[CH:24]=[CH:23][C:22]([CH2:25][C:26]([OH:28])=[O:27])=[CH:21][C:20]=2[O:29][CH3:30])=[N:3][CH:4]=1. The reactants are Cl[C:2]1[N:7]=[C:6]([C:8]2[N:12]3[CH:13]=[CH:14][CH:15]=[CH:16][C:11]3=[N:10][CH:9]=2)[C:5]([Cl:17])=[CH:4][N:3]=1.[NH2:18][C:19]1[CH:24]=[CH:23][C:22]([CH2:25][C:26]([OH:28])=[O:27])=[CH:21][C:20]=1[O:29][CH3:30].O.CC1C=CC(S(O)(=O)=O)=CC=1. The catalyst is CC(N(C)C)=O. The yield is 0.260. (3) The reactants are [OH-].[Na+].C(O)C.O.[O:7]1[CH2:13][CH2:12][CH2:11][N:10]([CH2:14][C:15]2[CH:20]=[CH:19][C:18]([C:21]#[C:22][C:23]3[CH:33]=[CH:32][C:26]([C:27]([O:29]CC)=[O:28])=[CH:25][CH:24]=3)=[CH:17][CH:16]=2)[CH2:9][CH2:8]1. The catalyst is C1COCC1.C(O)(=O)C. The product is [O:7]1[CH2:13][CH2:12][CH2:11][N:10]([CH2:14][C:15]2[CH:16]=[CH:17][C:18]([C:21]#[C:22][C:23]3[CH:33]=[CH:32][C:26]([C:27]([OH:29])=[O:28])=[CH:25][CH:24]=3)=[CH:19][CH:20]=2)[CH2:9][CH2:8]1. The yield is 0.670. (4) The reactants are [H-].[Na+].[CH2:3]([C:10]1[C:11](=[O:17])[NH:12][CH:13]=[C:14]([CH3:16])[CH:15]=1)[C:4]1[CH:9]=[CH:8][CH:7]=[CH:6][CH:5]=1.Br[CH2:19][C:20]([O:22][CH2:23][CH3:24])=[O:21]. The catalyst is CS(C)=O. The product is [CH2:3]([C:10]1[C:11](=[O:17])[N:12]([CH2:19][C:20]([O:22][CH2:23][CH3:24])=[O:21])[CH:13]=[C:14]([CH3:16])[CH:15]=1)[C:4]1[CH:9]=[CH:8][CH:7]=[CH:6][CH:5]=1. The yield is 0.630.